From a dataset of Forward reaction prediction with 1.9M reactions from USPTO patents (1976-2016). Predict the product of the given reaction. Given the reactants Cl[C:2]1[CH:7]=[CH:6][C:5](Cl)=[CH:4][C:3]=1[S:9][CH2:10][C:11]([OH:13])=[O:12].[F:14][C:15]1C=CC(S)=C[CH:16]=1.[OH-].[K+].BrCCCC(OCC)=O, predict the reaction product. The product is: [F:14][CH2:15][CH2:16][CH:10]([S:9][C:3]1[CH:4]=[CH:5][CH:6]=[CH:7][CH:2]=1)[C:11]([OH:13])=[O:12].